The task is: Predict the reaction yield, written as a fraction of the theoretical maximum amount of product (1.0 means a 100% yield; for example, 0.34 means a 34% yield).. This data is from Reaction yield outcomes from USPTO patents with 853,638 reactions. (1) The reactants are [SH:1][C:2]1[CH:7]=[CH:6][C:5]([CH2:8][C:9]([OH:11])=[O:10])=[CH:4][CH:3]=1.S(=O)(=O)(O)O.[CH3:17]O. No catalyst specified. The product is [CH3:17][O:10][C:9](=[O:11])[CH2:8][C:5]1[CH:4]=[CH:3][C:2]([SH:1])=[CH:7][CH:6]=1. The yield is 0.680. (2) The reactants are C([O:8][C:9]1[CH:14]=[C:13]([O:15]CC2C=CC=CC=2)[C:12]([CH:23]([CH3:25])[CH3:24])=[CH:11][C:10]=1[C:26]1[N:27]([C:32]2[CH:37]=[CH:36][C:35]([O:38][CH3:39])=[C:34]([N:40]([CH3:44])[CH2:41][CH2:42][CH3:43])[CH:33]=2)[C:28]([OH:31])=[N:29][N:30]=1)C1C=CC=CC=1. The catalyst is CO.[Pd]. The product is [OH:31][C:28]1[N:27]([C:32]2[CH:37]=[CH:36][C:35]([O:38][CH3:39])=[C:34]([N:40]([CH3:44])[CH2:41][CH2:42][CH3:43])[CH:33]=2)[C:26]([C:10]2[CH:11]=[C:12]([CH:23]([CH3:24])[CH3:25])[C:13]([OH:15])=[CH:14][C:9]=2[OH:8])=[N:30][N:29]=1. The yield is 0.940.